This data is from Full USPTO retrosynthesis dataset with 1.9M reactions from patents (1976-2016). The task is: Predict the reactants needed to synthesize the given product. (1) Given the product [CH2:27]([N:30]1[CH2:34][CH2:33][CH2:32][CH2:31]1)[C:28]#[CH:29].[O:18]=[C:17]1[C:11]2[C:12]3[C:13](=[C:5]([C:3]#[C:28][CH2:27][N:30]4[CH2:34][CH2:33][CH2:32][CH2:31]4)[NH:6][C:7]=3[CH:8]=[C:9]([NH:19][C:20]([C@@H:40]3[CH2:36][C@H:41]3[C:42]3[CH:43]=[CH:48][CH:47]=[CH:46][CH:45]=3)=[O:22])[CH:10]=2)[CH:14]=[N:15][NH:16]1, predict the reactants needed to synthesize it. The reactants are: CO[C:3]([C:5]1[NH:6][C:7]2[CH:8]=[C:9]([NH:19][C:20]([O:22]C(C)(C)C)=O)[CH:10]=[C:11]3[C:17](=[O:18])[NH:16][N:15]=[CH:14][C:13]=1[C:12]=23)=O.[CH2:27]([N:30]1[CH2:34][CH2:33][CH2:32][CH2:31]1)[C:28]#[CH:29].Br[CH2:36]C#C.N1[CH2:43][CH2:42][CH2:41][CH2:40]1.O1[CH2:48][CH2:47][CH2:46][CH2:45]1. (2) Given the product [C:1]([C:5]1[S:6][C:7]2[C:28](=[O:30])[N:11]([C:12]3[CH:17]=[CH:16][CH:15]=[C:14]([B:18]4[O:19][C:20]([CH3:26])([CH3:25])[C:21]([CH3:23])([CH3:24])[O:22]4)[C:13]=3[CH3:27])[CH2:10][C:8]=2[N:9]=1)([CH3:3])([CH3:2])[CH3:4], predict the reactants needed to synthesize it. The reactants are: [C:1]([C:5]1[S:6][C:7]([C:28]([OH:30])=O)=[C:8]([CH2:10][NH:11][C:12]2[CH:17]=[CH:16][CH:15]=[C:14]([B:18]3[O:22][C:21]([CH3:24])([CH3:23])[C:20]([CH3:26])([CH3:25])[O:19]3)[C:13]=2[CH3:27])[N:9]=1)([CH3:4])([CH3:3])[CH3:2].C(N(CC)C(C)C)(C)C. (3) Given the product [C:1]([O:5][C:6]([N:8]1[CH2:9][C@@H:10]([CH2:32][C:33]2[CH:38]=[CH:37][CH:36]=[CH:35][CH:34]=2)[C@H:11]([CH2:13][N:14]([CH2:15][C:16]2[CH:21]=[CH:20][CH:19]=[C:18]([NH2:22])[CH:17]=2)[C:25]2[CH:26]=[CH:27][C:28]([Cl:31])=[CH:29][CH:30]=2)[CH2:12]1)=[O:7])([CH3:4])([CH3:2])[CH3:3], predict the reactants needed to synthesize it. The reactants are: [C:1]([O:5][C:6]([N:8]1[CH2:12][C@@H:11]([CH2:13][N:14]([C:25]2[CH:30]=[CH:29][C:28]([Cl:31])=[CH:27][CH:26]=2)[CH2:15][C:16]2[CH:21]=[CH:20][CH:19]=[C:18]([N+:22]([O-])=O)[CH:17]=2)[C@H:10]([CH2:32][C:33]2[CH:38]=[CH:37][CH:36]=[CH:35][CH:34]=2)[CH2:9]1)=[O:7])([CH3:4])([CH3:3])[CH3:2]. (4) Given the product [CH2:14]([N:7]1[C:8]2[C:13](=[CH:12][CH:11]=[CH:10][CH:9]=2)[C:5]2[CH:4]=[C:3]([C:17]([NH2:19])=[O:18])[C:2]([NH:1][CH3:22])=[N:16][C:6]1=2)[CH3:15], predict the reactants needed to synthesize it. The reactants are: [NH2:1][C:2]1[C:3]([C:17]([NH2:19])=[O:18])=[CH:4][C:5]2[C:13]3[C:8](=[CH:9][CH:10]=[CH:11][CH:12]=3)[N:7]([CH2:14][CH3:15])[C:6]=2[N:16]=1.C=O.[C:22](O)(=O)C.C([BH3-])#N.[Na+]. (5) The reactants are: ClC(OC(Cl)C)=O.[CH3:8][O:9][C:10]1[C:28]([O:29][CH3:30])=[CH:27][CH:26]=[C:25]2[C:11]=1[C:12](=[O:31])[O:13][C:14]12[C:23]2[C:18](=[CH:19][CH:20]=[CH:21][CH:22]=2)[CH2:17][N:16](C)[CH2:15]1. Given the product [CH3:8][O:9][C:10]1[C:28]([O:29][CH3:30])=[CH:27][CH:26]=[C:25]2[C:11]=1[C:12](=[O:31])[O:13][C:14]12[C:23]2[C:18](=[CH:19][CH:20]=[CH:21][CH:22]=2)[CH2:17][NH:16][CH2:15]1, predict the reactants needed to synthesize it. (6) Given the product [CH3:12][O:13][C:14]1[CH:20]=[CH:19][C:18]([Cl:21])=[CH:17][C:15]=1[NH:16][C:2]1[CH:7]=[CH:6][CH:5]=[CH:4][C:3]=1[CH2:8][C:9]([OH:11])=[O:10], predict the reactants needed to synthesize it. The reactants are: Br[C:2]1[CH:7]=[CH:6][CH:5]=[CH:4][C:3]=1[CH2:8][C:9]([OH:11])=[O:10].[CH3:12][O:13][C:14]1[CH:20]=[CH:19][C:18]([Cl:21])=[CH:17][C:15]=1[NH2:16]. (7) Given the product [C:7]1([C:13]#[C:14][C:1]([OH:2])=[O:4])[CH:12]=[CH:11][CH:10]=[CH:9][CH:8]=1, predict the reactants needed to synthesize it. The reactants are: [C:1](=[O:4])([O-])[O-:2].[Cs+].[Cs+].[C:7]1([C:13]#[CH:14])[CH:12]=[CH:11][CH:10]=[CH:9][CH:8]=1.C(=O)=O.